From a dataset of Forward reaction prediction with 1.9M reactions from USPTO patents (1976-2016). Predict the product of the given reaction. (1) Given the reactants Br[CH:2]([C:16]1[CH:21]=[CH:20][C:19]([Br:22])=[CH:18][CH:17]=1)[C:3]([C:5]1[CH:6]=[CH:7][C:8]2[O:13][CH2:12][C:11](=[O:14])[NH:10][C:9]=2[CH:15]=1)=O.[Br-].[SH:24][C:25]1[CH:50]=[CH:49][CH:48]=[CH:47][C:26]=1[CH2:27][P+](C1C=CC=CC=1)(C1C=CC=CC=1)C1C=CC=CC=1.CC(C)([O-])C.[K+].Cl, predict the reaction product. The product is: [Br:22][C:19]1[CH:20]=[CH:21][C:16]([CH:2]2[C:3]([C:5]3[CH:6]=[CH:7][C:8]4[O:13][CH2:12][C:11](=[O:14])[NH:10][C:9]=4[CH:15]=3)=[CH:27][C:26]3[C:25](=[CH:50][CH:49]=[CH:48][CH:47]=3)[S:24]2)=[CH:17][CH:18]=1. (2) Given the reactants [F:1][C:2]([F:10])([F:9])[C:3]1[N:4]=[C:5]([NH2:8])[S:6][CH:7]=1.[Br:11]N1C(=O)CCC1=O, predict the reaction product. The product is: [Br:11][C:7]1[S:6][C:5]([NH2:8])=[N:4][C:3]=1[C:2]([F:10])([F:9])[F:1]. (3) Given the reactants Br[C:2]1[N:7]2[C:8](=[O:23])[N:9]([CH2:11][CH2:12][C:13]3[CH:22]=[CH:21][C:20]4[C:15](=[CH:16][CH:17]=[CH:18][CH:19]=4)[N:14]=3)[N:10]=[C:6]2[CH:5]=[CH:4][CH:3]=1.[N:24]1[CH:29]=[CH:28][C:27](B(O)O)=[CH:26][CH:25]=1.C([O-])([O-])=O.[Cs+].[Cs+], predict the reaction product. The product is: [N:24]1[CH:29]=[CH:28][C:27]([C:2]2[N:7]3[C:8](=[O:23])[N:9]([CH2:11][CH2:12][C:13]4[CH:22]=[CH:21][C:20]5[C:15](=[CH:16][CH:17]=[CH:18][CH:19]=5)[N:14]=4)[N:10]=[C:6]3[CH:5]=[CH:4][CH:3]=2)=[CH:26][CH:25]=1. (4) Given the reactants Cl[Si:2]1(Cl)[CH2:5][CH2:4][CH2:3]1.[C:7]([NH2:11])([CH3:10])([CH3:9])[CH3:8], predict the reaction product. The product is: [C:7]([NH:11][Si:2]1([NH:11][C:7]([CH3:10])([CH3:9])[CH3:8])[CH2:5][CH2:4][CH2:3]1)([CH3:10])([CH3:9])[CH3:8]. (5) Given the reactants [O:1]=[C:2]1[N:6]([C:7]([O:9][C:10]([CH3:13])([CH3:12])[CH3:11])=[O:8])[C@@H:5]2[C:14]3[C:19]([C:20](=[O:21])[C@@H:4]2[CH2:3]1)=[CH:18][CH:17]=[CH:16][CH:15]=3.[BH4-].[Na+].Cl, predict the reaction product. The product is: [OH:21][C@@H:20]1[C@H:4]2[C@H:5]([N:6]([C:7]([O:9][C:10]([CH3:13])([CH3:12])[CH3:11])=[O:8])[C:2](=[O:1])[CH2:3]2)[C:14]2[C:19]1=[CH:18][CH:17]=[CH:16][CH:15]=2. (6) Given the reactants C(N(CC)CC)C.[CH3:8][C:9]1([CH3:17])[O:14][C:13](=[O:15])[CH2:12][C:11](=[O:16])[CH2:10]1.[Cl:18][C:19]1[CH:20]=[C:21]([N:26]=[C:27]=[O:28])[CH:22]=[CH:23][C:24]=1[Cl:25], predict the reaction product. The product is: [Cl:18][C:19]1[CH:20]=[C:21]([NH:26][C:27]([CH:12]2[C:11](=[O:16])[CH2:10][C:9]([CH3:17])([CH3:8])[O:14][C:13]2=[O:15])=[O:28])[CH:22]=[CH:23][C:24]=1[Cl:25]. (7) Given the reactants Cl[C:2]1[N:3]=[N:4][C:5]([CH3:25])=[C:6]([C:17]2[CH:22]=[CH:21][C:20]([C:23]#[CH:24])=[CH:19][CH:18]=2)[C:7]=1[C:8]1[C:13]([F:14])=[CH:12][C:11](F)=[CH:10][C:9]=1[F:16].[CH3:26][O-:27].[Na+].[O:29]1[CH2:33]CCC1, predict the reaction product. The product is: [F:16][C:9]1[CH:10]=[C:11]([O:27][CH3:26])[CH:12]=[C:13]([F:14])[C:8]=1[C:7]1[C:6]([C:17]2[CH:22]=[CH:21][C:20]([C:23]#[CH:24])=[CH:19][CH:18]=2)=[C:5]([CH3:25])[N:4]=[N:3][C:2]=1[O:29][CH3:33]. (8) Given the reactants [CH2:1](N(CC)CC)C.CCl.[NH:10]1[CH2:17][CH2:16][CH2:15][C@@H:11]1[C:12]([OH:14])=[O:13].[Br:18][C:19]1[CH:24]=[CH:23][CH:22]=[C:21](F)[N:20]=1.O, predict the reaction product. The product is: [Br:18][C:19]1[N:20]=[C:21]([N:10]2[CH2:17][CH2:16][CH2:15][C@@H:11]2[C:12]([O:14][CH3:1])=[O:13])[CH:22]=[CH:23][CH:24]=1.